From a dataset of Forward reaction prediction with 1.9M reactions from USPTO patents (1976-2016). Predict the product of the given reaction. (1) Given the reactants [CH3:1][C:2]1[CH:18]=[CH:17][C:5]([C:6]([C:8]2[CH:13]=[CH:12][C:11]([N+:14]([O-:16])=[O:15])=[CH:10][CH:9]=2)=[O:7])=[CH:4][CH:3]=1.[Br:19]N1C(=O)CCC1=O, predict the reaction product. The product is: [Br:19][CH2:1][C:2]1[CH:3]=[CH:4][C:5]([C:6]([C:8]2[CH:13]=[CH:12][C:11]([N+:14]([O-:16])=[O:15])=[CH:10][CH:9]=2)=[O:7])=[CH:17][CH:18]=1. (2) The product is: [CH:5]([C:8]1[C:9]2[NH:13][C:12]([C:14]([C:46]3[CH:47]=[CH:48][CH:49]=[CH:50][CH:51]=3)=[C:15]3[N:45]=[C:18]([C:19]([CH:37]=[O:38])=[C:20]4[NH:36][C:23](=[C:24]([C:30]5[CH:35]=[CH:34][CH:33]=[CH:32][CH:31]=5)[C:25]5[CH:26]=[CH:27][C:28]=1[N:29]=5)[CH:22]=[CH:21]4)[CH:17]=[CH:16]3)=[CH:11][CH:10]=2)=[O:4]. Given the reactants CC1(C)CO[CH:5]([C:8]2[C:9]3[NH:13][C:12]([C:14]([C:46]4[CH:51]=[CH:50][CH:49]=[CH:48][CH:47]=4)=[C:15]4[N:45]=[C:18]([C:19]([CH:37]5OCC(C)(C)C[O:38]5)=[C:20]5[NH:36][C:23](=[C:24]([C:30]6[CH:35]=[CH:34][CH:33]=[CH:32][CH:31]=6)[C:25]6[CH:26]=[CH:27][C:28]=2[N:29]=6)[CH:22]=[CH:21]5)[CH:17]=[CH:16]4)=[CH:11][CH:10]=3)[O:4]C1.C(O)(C(F)(F)F)=O.O.C(Cl)Cl.C(OCC)(=O)C, predict the reaction product. (3) Given the reactants [F:1][C:2]([F:41])([F:40])[C:3]1[CH:4]=[C:5]([C@H:13]2[O:17][C:16](=[O:18])[N:15]([CH2:19][C:20]3[C:21]([NH:30][CH:31]4[CH2:36][CH2:35][NH:34][CH:33]([CH2:37][CH3:38])[CH2:32]4)=[N:22][CH:23]=[C:24]([C:26]([F:29])([F:28])[F:27])[CH:25]=3)[C@H:14]2[CH3:39])[CH:6]=[C:7]([C:9]([F:12])([F:11])[F:10])[CH:8]=1.[CH3:42]I, predict the reaction product. The product is: [F:10][C:9]([F:12])([F:11])[C:7]1[CH:6]=[C:5]([C@H:13]2[O:17][C:16](=[O:18])[N:15]([CH2:19][C:20]3[C:21]([NH:30][CH:31]4[CH2:36][CH2:35][N:34]([CH3:42])[CH:33]([CH2:37][CH3:38])[CH2:32]4)=[N:22][CH:23]=[C:24]([C:26]([F:28])([F:29])[F:27])[CH:25]=3)[C@H:14]2[CH3:39])[CH:4]=[C:3]([C:2]([F:1])([F:40])[F:41])[CH:8]=1. (4) Given the reactants [Cl:1][C:2]1[C:9]([F:10])=[CH:8][CH:7]=[C:6](F)[C:3]=1[CH:4]=[O:5].[CH3:12][O-:13].[Na+], predict the reaction product. The product is: [Cl:1][C:2]1[C:9]([F:10])=[CH:8][CH:7]=[C:6]([O:13][CH3:12])[C:3]=1[CH:4]=[O:5]. (5) Given the reactants [C:1]([O:5][C:6](=[O:31])[N:7]([CH2:16][CH2:17][O:18][C:19]1[CH:24]=[C:23]([O:25][CH3:26])[C:22]([N+:27]([O-])=O)=[CH:21][C:20]=1[Cl:30])[CH2:8][CH2:9][N:10]1[CH2:15][CH2:14][O:13][CH2:12][CH2:11]1)([CH3:4])([CH3:3])[CH3:2].[NH4+].[Cl-], predict the reaction product. The product is: [C:1]([O:5][C:6](=[O:31])[N:7]([CH2:16][CH2:17][O:18][C:19]1[CH:24]=[C:23]([O:25][CH3:26])[C:22]([NH2:27])=[CH:21][C:20]=1[Cl:30])[CH2:8][CH2:9][N:10]1[CH2:15][CH2:14][O:13][CH2:12][CH2:11]1)([CH3:4])([CH3:2])[CH3:3]. (6) Given the reactants [Cl:1][C:2]1[CH:7]=[C:6]([N+:8]([O-:10])=[O:9])[CH:5]=[CH:4][C:3]=1[OH:11].Br[CH2:13][CH:14]1[CH2:16][CH2:15]1.C(=O)([O-])[O-].[K+].[K+], predict the reaction product. The product is: [Cl:1][C:2]1[CH:7]=[C:6]([N+:8]([O-:10])=[O:9])[CH:5]=[CH:4][C:3]=1[O:11][CH2:13][CH:14]1[CH2:16][CH2:15]1. (7) Given the reactants [CH:1]([Si:4]([CH:16]([CH3:18])[CH3:17])([CH:13]([CH3:15])[CH3:14])[O:5][CH2:6][C:7]1[CH:11]=[CH:10][O:9][C:8]=1[CH3:12])([CH3:3])[CH3:2].C([Li])CCC.C1(P(C2C=CC=CC=2)C2C=CC=CC=2)C=CC=CC=1.Br[CH2:44][C:45]([O:47][CH2:48][CH3:49])=[O:46].[Cl-].O1C=CC=C1[Zn+], predict the reaction product. The product is: [CH2:48]([O:47][C:45](=[O:46])[CH2:44][C:10]1[O:9][C:8]([CH3:12])=[C:7]([CH2:6][O:5][Si:4]([CH:1]([CH3:3])[CH3:2])([CH:13]([CH3:15])[CH3:14])[CH:16]([CH3:18])[CH3:17])[CH:11]=1)[CH3:49]. (8) Given the reactants [CH3:13][C:12]([O:11][C:9](O[C:9]([O:11][C:12]([CH3:15])([CH3:14])[CH3:13])=[O:10])=[O:10])([CH3:15])[CH3:14].C(=O)([O-])[O-].[K+].[K+].[O:22]=[C:23]1[CH2:43][CH2:42][C:26]2([CH2:31][CH2:30][N:29](C(OCC3C=CC=CC=3)=O)[CH2:28][CH2:27]2)[CH:25]=[CH:24]1, predict the reaction product. The product is: [O:22]=[C:23]1[CH2:43][CH2:42][C:26]2([CH2:27][CH2:28][N:29]([C:9]([O:11][C:12]([CH3:13])([CH3:14])[CH3:15])=[O:10])[CH2:30][CH2:31]2)[CH2:25][CH2:24]1.